This data is from Reaction yield outcomes from USPTO patents with 853,638 reactions. The task is: Predict the reaction yield, written as a fraction of the theoretical maximum amount of product (1.0 means a 100% yield; for example, 0.34 means a 34% yield). (1) The reactants are [F:1][CH:2]([F:28])[C:3]1[S:7][C:6]([C:8]([NH:10][C:11]2[N:15]([CH2:16][C@H:17]3[CH2:21][CH2:20][CH2:19][NH:18]3)[C:14]3[CH:22]=[CH:23][C:24]([CH2:26][OH:27])=[CH:25][C:13]=3[N:12]=2)=[O:9])=[CH:5][CH:4]=1.[C:29]([CH2:31][C:32](O)=[O:33])#[N:30].CCN(C(C)C)C(C)C.CN(C(ON1N=NC2C=CC=NC1=2)=[N+](C)C)C.F[P-](F)(F)(F)(F)F. The catalyst is CN(C=O)C. The product is [C:29]([CH2:31][C:32]([N:18]1[CH2:19][CH2:20][CH2:21][C@@H:17]1[CH2:16][N:15]1[C:14]2[CH:22]=[CH:23][C:24]([CH2:26][OH:27])=[CH:25][C:13]=2[N:12]=[C:11]1[NH:10][C:8]([C:6]1[S:7][C:3]([CH:2]([F:1])[F:28])=[CH:4][CH:5]=1)=[O:9])=[O:33])#[N:30]. The yield is 0.930. (2) The yield is 0.800. The product is [Cl:11][C:6]1[N:5]=[C:4]([N:12]2[CH2:17][CH2:16][O:15][CH2:14][CH2:13]2)[N:3]=[C:2]([NH:18][C:19]2([CH3:31])[CH2:23][CH2:22][N:21]([C:24]([O:26][C:27]([CH3:30])([CH3:29])[CH3:28])=[O:25])[CH2:20]2)[C:7]=1[CH2:8][CH2:9][OH:10]. The catalyst is CN1C(=O)CCC1.CCOC(C)=O. The reactants are Cl[C:2]1[C:7]([CH2:8][CH2:9][OH:10])=[C:6]([Cl:11])[N:5]=[C:4]([N:12]2[CH2:17][CH2:16][O:15][CH2:14][CH2:13]2)[N:3]=1.[NH2:18][C:19]1([CH3:31])[CH2:23][CH2:22][N:21]([C:24]([O:26][C:27]([CH3:30])([CH3:29])[CH3:28])=[O:25])[CH2:20]1.CCN(C(C)C)C(C)C. (3) The reactants are [Cl:1][C:2]1[CH:3]=[C:4](/[C:14](=[CH:23]\[CH:24]2[CH2:30][CH2:29][CH2:28][CH2:27][CH2:26][CH2:25]2)/[C:15]([NH:17][C:18]2[S:19][CH:20]=[CH:21][N:22]=2)=[O:16])[CH:5]=[CH:6][C:7]=1[N:8]1[C:12]([CH3:13])=[N:11][N:10]=[N:9]1.[Br:31]N1C(=O)CCC1=O.C(OOC(=O)C1C=CC=CC=1)(=O)C1C=CC=CC=1. The catalyst is C(Cl)(Cl)(Cl)Cl. The product is [Br:31][C:20]1[S:19][C:18]([NH:17][C:15](=[O:16])/[C:14](/[C:4]2[CH:5]=[CH:6][C:7]([N:8]3[C:12]([CH3:13])=[N:11][N:10]=[N:9]3)=[C:2]([Cl:1])[CH:3]=2)=[CH:23]/[CH:24]2[CH2:30][CH2:29][CH2:28][CH2:27][CH2:26][CH2:25]2)=[N:22][CH:21]=1. The yield is 0.330. (4) The reactants are [CH3:1][C@@:2]12[CH2:24][CH2:23][C@:22]3([CH3:25])[C:8](=[CH:9][C:10]([C@H:12]4[C@@:21]3([CH3:26])[CH2:20][CH2:19][C@@H:18]3[C@:13]4([CH3:54])[CH2:14][CH2:15][C@H:16]([O:29][C@H:30]4[O:35][C@H:34]([C:36]([OH:38])=[O:37])[C@@H:33]([OH:39])[C@H:32]([OH:40])[C@H:31]4[O:41][C@@H:42]4[O:47][C@H:46]([C:48]([OH:50])=[O:49])[C@@H:45]([OH:51])[C@H:44]([OH:52])[C@H:43]4[OH:53])[C:17]3([CH3:28])[CH3:27])=[O:11])[C@@H:7]1[CH2:6][C@:5]([C:56]([OH:58])=[O:57])([CH3:55])[CH2:4][CH2:3]2.[CH2:59]([NH2:62])[CH2:60][NH2:61].C1(N=C=NC2CCCCC2)CCCCC1. The catalyst is CN(C=O)C. The product is [CH3:1][C@@:2]12[CH2:24][CH2:23][C@:22]3([CH3:25])[C:8](=[CH:9][C:10]([C@H:12]4[C@@:21]3([CH3:26])[CH2:20][CH2:19][C@@H:18]3[C@:13]4([CH3:54])[CH2:14][CH2:15][C@H:16]([O:29][C@H:30]4[O:35][C@H:34]([C:36]([OH:38])=[O:37])[C@@H:33]([OH:39])[C@H:32]([OH:40])[C@H:31]4[O:41][C@@H:42]4[O:47][C@H:46]([C:48]([OH:50])=[O:49])[C@@H:45]([OH:51])[C@H:44]([OH:52])[C@H:43]4[OH:53])[C:17]3([CH3:27])[CH3:28])=[O:11])[C@@H:7]1[CH2:6][C@:5]([C:56]([OH:58])=[O:57])([CH3:55])[CH2:4][CH2:3]2.[CH2:59]([NH2:62])[CH2:60][NH2:61]. The yield is 0.920. (5) The reactants are C([O:8][CH2:9][CH2:10][CH2:11][CH2:12][CH2:13][CH2:14][CH2:15][CH2:16][CH2:17][CH2:18][C:19]#[C:20][C:21]1[C:22]([O:44][CH3:45])=[C:23]2[C:28](=[CH:29][C:30]=1[O:31][CH3:32])[O:27][C:26]([C:33]1[CH:38]=[CH:37][C:36]([O:39][CH3:40])=[C:35]([O:41][CH3:42])[CH:34]=1)=[CH:25][C:24]2=[O:43])C1C=CC=CC=1. The catalyst is CCO.CC(C)=O.O.[Pd]. The product is [OH:8][CH2:9][CH2:10][CH2:11][CH2:12][CH2:13][CH2:14][CH2:15][CH2:16][CH2:17][CH2:18][CH2:19][CH2:20][C:21]1[C:22]([O:44][CH3:45])=[C:23]2[C:28](=[CH:29][C:30]=1[O:31][CH3:32])[O:27][C:26]([C:33]1[CH:38]=[CH:37][C:36]([O:39][CH3:40])=[C:35]([O:41][CH3:42])[CH:34]=1)=[CH:25][C:24]2=[O:43]. The yield is 0.530. (6) The reactants are [OH:1][CH2:2][CH2:3][O:4][C:5]1[CH:6]=[C:7]([C:11]2[CH:19]=[CH:18][CH:17]=[C:16]3[C:12]=2[CH2:13][C:14](=[O:20])[NH:15]3)[CH:8]=[CH:9][CH:10]=1.[N:21]1([CH2:26][CH2:27][NH:28][C:29]([C:31]2[C:35]([CH3:36])=[C:34]([CH:37]=O)[NH:33][C:32]=2[CH3:39])=[O:30])[CH2:25][CH2:24][CH2:23][CH2:22]1. The catalyst is N1CCCC1.C(O)C. The product is [N:21]1([CH2:26][CH2:27][NH:28][C:29]([C:31]2[C:35]([CH3:36])=[C:34](/[CH:37]=[C:13]3\[C:14](=[O:20])[NH:15][C:16]4[C:12]\3=[C:11]([C:7]3[CH:8]=[CH:9][CH:10]=[C:5]([O:4][CH2:3][CH2:2][OH:1])[CH:6]=3)[CH:19]=[CH:18][CH:17]=4)[NH:33][C:32]=2[CH3:39])=[O:30])[CH2:25][CH2:24][CH2:23][CH2:22]1. The yield is 0.600. (7) The reactants are [Cl:1][C:2]1[CH:3]=[N+:4]([O-:37])[CH:5]=[C:6]([Cl:36])[C:7]=1[CH2:8][C@@H:9]([C:25]1[CH:30]=[CH:29][C:28]([O:31][CH:32]([F:34])[F:33])=[C:27]([OH:35])[CH:26]=1)[O:10][C:11](=[O:24])[CH2:12][N:13]1[C:21](=[O:22])[C:20]2[C:15](=[CH:16][CH:17]=[CH:18][CH:19]=2)[C:14]1=[O:23].C(=O)([O-])[O-].[K+].[K+].CC1C=CC(S(O[CH:55]2[CH2:59][CH2:58][O:57][CH2:56]2)(=O)=O)=CC=1.O. The catalyst is CN(C=O)C. The product is [Cl:1][C:2]1[CH:3]=[N+:4]([O-:37])[CH:5]=[C:6]([Cl:36])[C:7]=1[CH2:8][C@@H:9]([C:25]1[CH:30]=[CH:29][C:28]([O:31][CH:32]([F:34])[F:33])=[C:27]([O:35][CH:55]2[CH2:59][CH2:58][O:57][CH2:56]2)[CH:26]=1)[O:10][C:11](=[O:24])[CH2:12][N:13]1[C:21](=[O:22])[C:20]2[C:15](=[CH:16][CH:17]=[CH:18][CH:19]=2)[C:14]1=[O:23]. The yield is 0.100.